Dataset: Full USPTO retrosynthesis dataset with 1.9M reactions from patents (1976-2016). Task: Predict the reactants needed to synthesize the given product. (1) Given the product [F:21][C:17]1[CH:16]=[C:15]([CH:11]2[CH2:12][CH:13]([OH:35])[N:9]([C:6]3[CH:7]=[CH:8][C:3]([O:2][CH3:1])=[C:4]([O:23][CH2:24][CH2:25][N:26]4[CH2:31][CH2:30][CH2:29][CH2:28][CH2:27]4)[CH:5]=3)[C:10]2=[O:22])[CH:20]=[CH:19][CH:18]=1, predict the reactants needed to synthesize it. The reactants are: [CH3:1][O:2][C:3]1[CH:8]=[CH:7][C:6]([NH:9][C:10](=[O:22])[CH:11]([C:15]2[CH:20]=[CH:19][CH:18]=[C:17]([F:21])[CH:16]=2)[CH2:12][CH:13]=C)=[CH:5][C:4]=1[O:23][CH2:24][CH2:25][N:26]1[CH2:31][CH2:30][CH2:29][CH2:28][CH2:27]1.C1C[O:35]CC1.O. (2) Given the product [O:1]1[C:10]2[C:5](=[CH:6][CH:7]=[CH:8][CH:9]=2)[CH:4]([O:11][C:12]2[C:20]3[N:19]=[C:18]([CH3:21])[N:17]([CH3:22])[C:16]=3[CH:15]=[C:14]([C:23]([N:27]([CH2:28][CH2:29][OH:30])[CH3:26])=[O:25])[CH:13]=2)[CH2:3][CH2:2]1, predict the reactants needed to synthesize it. The reactants are: [O:1]1[C:10]2[C:5](=[CH:6][CH:7]=[CH:8][CH:9]=2)[CH:4]([O:11][C:12]2[C:20]3[N:19]=[C:18]([CH3:21])[N:17]([CH3:22])[C:16]=3[CH:15]=[C:14]([C:23]([OH:25])=O)[CH:13]=2)[CH2:3][CH2:2]1.[CH3:26][NH:27][CH2:28][CH2:29][OH:30].Cl.CN(C)CCCN=C=NCC.O.ON1C2C=CC=CC=2N=N1. (3) The reactants are: [Cl:1][C:2]1[CH:3]=[C:4]2[C:8](=[CH:9][CH:10]=1)[NH:7][C:6]([C:11]1[CH:16]=[CH:15][CH:14]=[CH:13][CH:12]=1)=[CH:5]2.[H-].[Na+].Cl[CH2:20][C:21]1[N:26]=[C:25]([C:27]([O:29][CH3:30])=[O:28])[CH:24]=[CH:23][CH:22]=1.[Cl-].[NH4+]. Given the product [Cl:1][C:2]1[CH:3]=[C:4]2[C:8](=[CH:9][CH:10]=1)[N:7]([CH2:20][C:21]1[N:26]=[C:25]([C:27]([O:29][CH3:30])=[O:28])[CH:24]=[CH:23][CH:22]=1)[C:6]([C:11]1[CH:16]=[CH:15][CH:14]=[CH:13][CH:12]=1)=[CH:5]2, predict the reactants needed to synthesize it. (4) Given the product [CH2:21]([O:10][C:11]1[CH:12]=[C:13]([CH2:17][C:18]([O:20][CH2:8][CH3:9])=[O:19])[CH:14]=[CH:15][CH:16]=1)[CH3:22], predict the reactants needed to synthesize it. The reactants are: C(=O)([O-])[O-].[K+].[K+].I[CH2:8][CH3:9].[OH:10][C:11]1[CH:12]=[C:13]([CH2:17][C:18]([OH:20])=[O:19])[CH:14]=[CH:15][CH:16]=1.[CH3:21][C:22](=O)CC. (5) Given the product [Br:14][C:15]1[N:16]=[CH:17][N:18]([C:2]2[CH:11]=[CH:10][C:5]([C:6]([O:8][CH3:9])=[O:7])=[CH:4][C:3]=2[O:12][CH3:13])[CH:19]=1, predict the reactants needed to synthesize it. The reactants are: F[C:2]1[CH:11]=[CH:10][C:5]([C:6]([O:8][CH3:9])=[O:7])=[CH:4][C:3]=1[O:12][CH3:13].[Br:14][C:15]1[N:16]=[CH:17][NH:18][CH:19]=1.C(=O)([O-])[O-].[K+].[K+].C(OCC)(=O)C.